This data is from Forward reaction prediction with 1.9M reactions from USPTO patents (1976-2016). The task is: Predict the product of the given reaction. (1) Given the reactants [CH3:1][O:2][C:3]1[CH:4]=[C:5]2[C:10](=[CH:11][C:12]=1[O:13][CH2:14][CH2:15][CH2:16][S:17]([CH3:20])(=[O:19])=[O:18])[N:9]=[CH:8][NH:7][C:6]2=O.CN(C=O)C.C1(C)C=CC=CC=1.C(=O)([O-])O.[Na+].S(Cl)([Cl:41])=O, predict the reaction product. The product is: [Cl:41][C:6]1[C:5]2[C:10](=[CH:11][C:12]([O:13][CH2:14][CH2:15][CH2:16][S:17]([CH3:20])(=[O:19])=[O:18])=[C:3]([O:2][CH3:1])[CH:4]=2)[N:9]=[CH:8][N:7]=1. (2) Given the reactants [C:1]1([CH3:30])[CH:6]=[CH:5][C:4]([S:7]([NH:10][C:11]2[CH:12]=[C:13]([CH:16]=[CH:17][C:18]=2[NH:19][S:20]([C:23]2[CH:28]=[CH:27][C:26]([CH3:29])=[CH:25][CH:24]=2)(=[O:22])=[O:21])[C:14]#[N:15])(=[O:9])=[O:8])=[CH:3][CH:2]=1.[OH:31]S(O)(=O)=O.[C:36](O)([CH3:39])([CH3:38])[CH3:37], predict the reaction product. The product is: [C:36]([NH:15][C:14](=[O:31])[C:13]1[CH:16]=[CH:17][C:18]([NH:19][S:20]([C:23]2[CH:28]=[CH:27][C:26]([CH3:29])=[CH:25][CH:24]=2)(=[O:22])=[O:21])=[C:11]([NH:10][S:7]([C:4]2[CH:3]=[CH:2][C:1]([CH3:30])=[CH:6][CH:5]=2)(=[O:8])=[O:9])[CH:12]=1)([CH3:39])([CH3:38])[CH3:37]. (3) Given the reactants [Br:1][C:2]1[C:10]2[C:9]3[CH2:11][N:12]([CH2:22][C:23]([F:26])([F:25])[F:24])[C:13](=[O:21])[C@H:14]([CH2:16][C:17]([O:19]C)=[O:18])[CH2:15][C:8]=3[CH:7]=[C:6]([Br:27])[C:5]=2[NH:4][N:3]=1.O.O.[OH-].[Li+].Cl, predict the reaction product. The product is: [Br:1][C:2]1[C:10]2[C:9]3[CH2:11][N:12]([CH2:22][C:23]([F:24])([F:25])[F:26])[C:13](=[O:21])[C@H:14]([CH2:16][C:17]([OH:19])=[O:18])[CH2:15][C:8]=3[CH:7]=[C:6]([Br:27])[C:5]=2[NH:4][N:3]=1. (4) Given the reactants [Cl:1][C:2]1[C:7]([Cl:8])=[C:6]([C:9]([OH:18])([C:14]([F:17])([F:16])[F:15])[C:10]([F:13])([F:12])[F:11])[CH:5]=[CH:4][C:3]=1[C:19]1[S:23][C:22]([C:24]([O:26][CH2:27][CH3:28])=[O:25])=[N:21][C:20]=1[C:29]([OH:31])=O.Cl.[F:33][C:34]1([F:40])[CH2:38][NH:37][C@@H:36]([CH3:39])[CH2:35]1.CN(C(ON1N=NC2C=CC=NC1=2)=[N+](C)C)C.F[P-](F)(F)(F)(F)F.O, predict the reaction product. The product is: [Cl:1][C:2]1[C:7]([Cl:8])=[C:6]([C:9]([OH:18])([C:14]([F:16])([F:17])[F:15])[C:10]([F:11])([F:13])[F:12])[CH:5]=[CH:4][C:3]=1[C:19]1[S:23][C:22]([C:24]([O:26][CH2:27][CH3:28])=[O:25])=[N:21][C:20]=1[C:29]([N:37]1[CH2:38][C:34]([F:40])([F:33])[CH2:35][C@@H:36]1[CH3:39])=[O:31]. (5) Given the reactants [Cl:1][C:2]1[CH:7]=[CH:6][C:5]([S:8]([CH:11]([C:21]2[CH:26]=[C:25]([F:27])[CH:24]=[CH:23][C:22]=2[F:28])[C:12]2[N:17]=[CH:16][C:15]([C:18]([OH:20])=O)=[CH:14][CH:13]=2)(=[O:10])=[O:9])=[CH:4][CH:3]=1.O1CCCC1.[CH3:34][NH:35][CH3:36].C(N(CC)CC)C.Cl.C(N=C=NCCCN(C)C)C, predict the reaction product. The product is: [Cl:1][C:2]1[CH:3]=[CH:4][C:5]([S:8]([CH:11]([C:21]2[CH:26]=[C:25]([F:27])[CH:24]=[CH:23][C:22]=2[F:28])[C:12]2[CH:13]=[CH:14][C:15]([C:18]([N:35]([CH3:36])[CH3:34])=[O:20])=[CH:16][N:17]=2)(=[O:10])=[O:9])=[CH:6][CH:7]=1. (6) Given the reactants [CH2:1]([O:8][C:9]([N:11]1[C@H:15]2[CH2:16][CH2:17][C@@H:12]1[CH:13]([C:21](O)=[O:22])[CH:14]2[C:18](O)=[O:19])=[O:10])[C:2]1[CH:7]=[CH:6][CH:5]=[CH:4][CH:3]=1.CN1CCOCC1.ClC(OC)=O.[BH4-].[Na+], predict the reaction product. The product is: [OH:22][CH2:21][CH:13]1[CH:14]([CH2:18][OH:19])[C@H:15]2[N:11]([C:9]([O:8][CH2:1][C:2]3[CH:3]=[CH:4][CH:5]=[CH:6][CH:7]=3)=[O:10])[C@@H:12]1[CH2:17][CH2:16]2. (7) The product is: [CH3:7][N:11]1[C:10]([CH3:30])([CH3:9])[CH2:19][C:18]2[C:13](=[CH:14][CH:15]=[CH:16][CH:17]=2)[CH:12]1[C:20]1[CH:21]=[N:22][C:23]2[C:28]([CH:29]=1)=[CH:27][CH:26]=[CH:25][CH:24]=2. Given the reactants C(=O)([O-])[O-].[K+].[K+].[CH3:7]I.[CH3:9][C:10]1([CH3:30])[CH2:19][C:18]2[C:13](=[CH:14][CH:15]=[CH:16][CH:17]=2)[CH:12]([C:20]2[CH:21]=[N:22][C:23]3[C:28]([CH:29]=2)=[CH:27][CH:26]=[CH:25][CH:24]=3)[NH:11]1, predict the reaction product. (8) Given the reactants [OH-].[Na+].C([O:5][C:6](=[O:34])[CH2:7][S:8][C:9]1[N:18]=[C:17]([CH3:19])[CH:16]=[C:15]2[C:10]=1[C:11](=[O:33])[CH:12]=[C:13]([NH:26][C:27]1[CH:32]=[CH:31][CH:30]=[CH:29][CH:28]=1)[N:14]2[C:20]1[CH:25]=[CH:24][CH:23]=[CH:22][CH:21]=1)C, predict the reaction product. The product is: [NH:26]([C:13]1[N:14]([C:20]2[CH:25]=[CH:24][CH:23]=[CH:22][CH:21]=2)[C:15]2[C:10]([C:11](=[O:33])[CH:12]=1)=[C:9]([S:8][CH2:7][C:6]([OH:34])=[O:5])[N:18]=[C:17]([CH3:19])[CH:16]=2)[C:27]1[CH:32]=[CH:31][CH:30]=[CH:29][CH:28]=1. (9) The product is: [CH3:25][C@H:26]1[N:31]([CH2:2][C:3]2[N:7]([C:8]3[CH:13]=[CH:12][C:11]([C:14]([F:17])([F:16])[F:15])=[CH:10][CH:9]=3)[N:6]=[N:5][N:4]=2)[CH2:30][CH2:29][NH:28][C:27]1=[O:32]. Given the reactants Cl[CH2:2][C:3]1[N:7]([C:8]2[CH:13]=[CH:12][C:11]([C:14]([F:17])([F:16])[F:15])=[CH:10][CH:9]=2)[N:6]=[N:5][N:4]=1.C(N(CC)CC)C.[CH3:25][C@H:26]1[NH:31][CH2:30][CH2:29][NH:28][C:27]1=[O:32], predict the reaction product.